From a dataset of NCI-60 drug combinations with 297,098 pairs across 59 cell lines. Regression. Given two drug SMILES strings and cell line genomic features, predict the synergy score measuring deviation from expected non-interaction effect. (1) Drug 1: CC(C1=C(C=CC(=C1Cl)F)Cl)OC2=C(N=CC(=C2)C3=CN(N=C3)C4CCNCC4)N. Drug 2: CCC1(CC2CC(C3=C(CCN(C2)C1)C4=CC=CC=C4N3)(C5=C(C=C6C(=C5)C78CCN9C7C(C=CC9)(C(C(C8N6C=O)(C(=O)OC)O)OC(=O)C)CC)OC)C(=O)OC)O.OS(=O)(=O)O. Cell line: SK-OV-3. Synergy scores: CSS=18.7, Synergy_ZIP=-0.0183, Synergy_Bliss=3.59, Synergy_Loewe=0.492, Synergy_HSA=3.12. (2) Drug 1: C1=CC(=CC=C1CC(C(=O)O)N)N(CCCl)CCCl.Cl. Drug 2: CN(C(=O)NC(C=O)C(C(C(CO)O)O)O)N=O. Cell line: SNB-75. Synergy scores: CSS=4.18, Synergy_ZIP=-0.676, Synergy_Bliss=-0.616, Synergy_Loewe=-5.80, Synergy_HSA=-2.95. (3) Drug 1: CCCS(=O)(=O)NC1=C(C(=C(C=C1)F)C(=O)C2=CNC3=C2C=C(C=N3)C4=CC=C(C=C4)Cl)F. Drug 2: CN(C(=O)NC(C=O)C(C(C(CO)O)O)O)N=O. Cell line: SF-295. Synergy scores: CSS=3.34, Synergy_ZIP=-2.36, Synergy_Bliss=-4.42, Synergy_Loewe=-4.08, Synergy_HSA=-4.09. (4) Drug 1: CC1=C2C(C(=O)C3(C(CC4C(C3C(C(C2(C)C)(CC1OC(=O)C(C(C5=CC=CC=C5)NC(=O)OC(C)(C)C)O)O)OC(=O)C6=CC=CC=C6)(CO4)OC(=O)C)OC)C)OC. Drug 2: CN(CC1=CN=C2C(=N1)C(=NC(=N2)N)N)C3=CC=C(C=C3)C(=O)NC(CCC(=O)O)C(=O)O. Cell line: UACC62. Synergy scores: CSS=39.7, Synergy_ZIP=-2.91, Synergy_Bliss=-1.80, Synergy_Loewe=-13.0, Synergy_HSA=2.20. (5) Drug 1: CC1=C2C(C(=O)C3(C(CC4C(C3C(C(C2(C)C)(CC1OC(=O)C(C(C5=CC=CC=C5)NC(=O)OC(C)(C)C)O)O)OC(=O)C6=CC=CC=C6)(CO4)OC(=O)C)OC)C)OC. Drug 2: N.N.Cl[Pt+2]Cl. Cell line: LOX IMVI. Synergy scores: CSS=38.5, Synergy_ZIP=-0.0529, Synergy_Bliss=1.21, Synergy_Loewe=-7.06, Synergy_HSA=4.46.